Dataset: Forward reaction prediction with 1.9M reactions from USPTO patents (1976-2016). Task: Predict the product of the given reaction. (1) The product is: [Br:28][C:27]1[N:5]2[CH:6]=[C:7]([N:20]3[CH:25]=[CH:24][CH:23]=[CH:22][C:21]3=[O:26])[CH:8]=[C:9]([O:10][CH2:11][C:12]3[CH:13]=[CH:14][C:15]([O:18][CH3:19])=[CH:16][CH:17]=3)[C:4]2=[N:3][C:2]=1[CH3:1]. Given the reactants [CH3:1][C:2]1[N:3]=[C:4]2[C:9]([O:10][CH2:11][C:12]3[CH:17]=[CH:16][C:15]([O:18][CH3:19])=[CH:14][CH:13]=3)=[CH:8][C:7]([N:20]3[CH:25]=[CH:24][CH:23]=[CH:22][C:21]3=[O:26])=[CH:6][N:5]2[CH:27]=1.[Br:28]N1C(=O)CCC1=O, predict the reaction product. (2) Given the reactants C1([NH:7][C:8]([C:10]2[C:11](=[O:30])[N:12]([CH2:22][C:23]3[CH:28]=[CH:27][C:26]([F:29])=[CH:25][CH:24]=3)[C:13]3[C:18]([C:19]=2O)=[CH:17][C:16]([F:21])=[CH:15][CH:14]=3)=O)CCCCC1.P(Cl)(Cl)([Cl:33])=O, predict the reaction product. The product is: [Cl:33][C:19]1[C:18]2[C:13](=[CH:14][CH:15]=[C:16]([F:21])[CH:17]=2)[N:12]([CH2:22][C:23]2[CH:28]=[CH:27][C:26]([F:29])=[CH:25][CH:24]=2)[C:11](=[O:30])[C:10]=1[C:8]#[N:7]. (3) Given the reactants C([O:4][C:5]1[C:15]([CH3:16])=[CH:14][C:8]([O:9][CH2:10][CH:11]2[O:13][CH2:12]2)=[C:7]([CH3:17])[C:6]=1[CH3:18])(=O)C.[CH3:19][O:20][C:21]1[CH:26]=[CH:25][CH:24]=[CH:23][C:22]=1[N:27]1[CH2:32][CH2:31][NH:30][CH2:29][CH2:28]1, predict the reaction product. The product is: [CH3:17][C:7]1[C:6]([CH3:18])=[C:5]([OH:4])[C:15]([CH3:16])=[CH:14][C:8]=1[O:9][CH2:10][CH:11]([OH:13])[CH2:12][N:30]1[CH2:29][CH2:28][N:27]([C:22]2[CH:23]=[CH:24][CH:25]=[CH:26][C:21]=2[O:20][CH3:19])[CH2:32][CH2:31]1. (4) Given the reactants Br[C:2]1[CH:7]=[CH:6][C:5]([O:8][CH3:9])=[CH:4][CH:3]=1.C([Li])CCC.[O:15]=[C:16]1[CH2:22][CH2:21][CH2:20][N:19]([C:23]([O:25][C:26]([CH3:29])([CH3:28])[CH3:27])=[O:24])[CH2:18][CH2:17]1, predict the reaction product. The product is: [OH:15][C:16]1([C:2]2[CH:7]=[CH:6][C:5]([O:8][CH3:9])=[CH:4][CH:3]=2)[CH2:22][CH2:21][CH2:20][N:19]([C:23]([O:25][C:26]([CH3:29])([CH3:28])[CH3:27])=[O:24])[CH2:18][CH2:17]1. (5) The product is: [Br:1][CH:2]1[CH2:23][CH2:22][C:5]2=[CH:6][C:7]3[C:8]4[CH:17]=[CH:16][C:15]([C:18](=[O:21])[CH2:19][Br:20])=[CH:14][C:9]=4[CH2:10][O:11][C:12]=3[CH:13]=[C:4]2[C:3]1=[O:24]. Given the reactants [Br:1][CH:2]1[CH2:23][CH2:22][C:5]2=[CH:6][C:7]3[C:8]4[CH:17]=[CH:16][C:15]([CH:18]([OH:21])[CH2:19][Br:20])=[CH:14][C:9]=4[CH2:10][O:11][C:12]=3[CH:13]=[C:4]2[C:3]1=[O:24].C(=O)(O)[O-].[Na+].[Br-].[Na+].O, predict the reaction product. (6) Given the reactants N[C:2]1[CH:3]=[CH:4][C:5]([CH3:9])=[C:6]([OH:8])[CH:7]=1.N([O-])=O.[Na+].[BrH:14], predict the reaction product. The product is: [Br:14][C:2]1[CH:3]=[CH:4][C:5]([CH3:9])=[C:6]([OH:8])[CH:7]=1.